The task is: Predict which catalyst facilitates the given reaction.. This data is from Catalyst prediction with 721,799 reactions and 888 catalyst types from USPTO. (1) Reactant: [N+:1]([C:4]1[CH:9]=[CH:8][C:7]([NH2:10])=[C:6]([NH2:11])[CH:5]=1)([O-:3])=[O:2].[F:12][C:13]1[CH:21]=[CH:20][CH:19]=[CH:18][C:14]=1[C:15](O)=O.[K+].[Br-]. Product: [F:12][C:13]1[CH:21]=[CH:20][CH:19]=[CH:18][C:14]=1[C:15]1[NH:11][C:6]2[CH:5]=[C:4]([N+:1]([O-:3])=[O:2])[CH:9]=[CH:8][C:7]=2[N:10]=1. The catalyst class is: 133. (2) Reactant: [CH2:1]([C:8]1[N:9]([CH3:19])[C:10]([C@H:13]2[CH2:17][CH2:16][C@H:15]([NH2:18])[CH2:14]2)=[N:11][N:12]=1)[C:2]1[CH:7]=[CH:6][CH:5]=[CH:4][CH:3]=1.CCN(C(C)C)C(C)C.Cl[C:30]1[N:35]=[CH:34][N:33]=[C:32]2[N:36](C3CCCCO3)[N:37]=[CH:38][C:31]=12. Product: [CH2:1]([C:8]1[N:9]([CH3:19])[C:10]([C@H:13]2[CH2:17][CH2:16][C@H:15]([NH:18][C:30]3[N:35]=[CH:34][N:33]=[C:32]4[NH:36][N:37]=[CH:38][C:31]=34)[CH2:14]2)=[N:11][N:12]=1)[C:2]1[CH:7]=[CH:6][CH:5]=[CH:4][CH:3]=1. The catalyst class is: 51.